From a dataset of Forward reaction prediction with 1.9M reactions from USPTO patents (1976-2016). Predict the product of the given reaction. (1) Given the reactants [Cl:1][C:2]1[CH:7]=[CH:6][N:5]=[C:4]([CH3:8])[C:3]=1[O:9][CH:10]([F:12])[F:11].ClC1C=CC=C(C(OO)=[O:21])C=1, predict the reaction product. The product is: [Cl:1][C:2]1[CH:7]=[CH:6][N+:5]([O-:21])=[C:4]([CH3:8])[C:3]=1[O:9][CH:10]([F:11])[F:12]. (2) Given the reactants [Cl:1][C:2]1[CH:7]=[CH:6][C:5]([C:8]2[C:21](=[O:22])[N:20]([CH3:23])[C:11]3[N:12]([CH3:19])[C:13]4[C:18]([C:10]=3[CH:9]=2)=[CH:17][CH:16]=[CH:15][CH:14]=4)=[CH:4][CH:3]=1.[Br:24][CH2:25][C:26](Cl)=[O:27], predict the reaction product. The product is: [Br:24][CH2:25][C:26]([C:16]1[CH:17]=[C:18]2[C:13](=[CH:14][CH:15]=1)[N:12]([CH3:19])[C:11]1[N:20]([CH3:23])[C:21](=[O:22])[C:8]([C:5]3[CH:4]=[CH:3][C:2]([Cl:1])=[CH:7][CH:6]=3)=[CH:9][C:10]2=1)=[O:27].